From a dataset of Catalyst prediction with 721,799 reactions and 888 catalyst types from USPTO. Predict which catalyst facilitates the given reaction. (1) Reactant: [C:1]([C:4]1[C:9]([C:10]2[CH:15]=[CH:14][CH:13]=[CH:12][CH:11]=2)=[N:8][N:7]([CH2:16][CH3:17])[C:6](=[O:18])[C:5]=1[N+:19]([O-])=O)(=[O:3])[CH3:2].N[C:23]1[CH:27]=[CH:26][NH:25][N:24]=1. Product: [C:1]([C:4]1[C:9]([C:10]2[CH:15]=[CH:14][CH:13]=[CH:12][CH:11]=2)=[N:8][N:7]([CH2:16][CH3:17])[C:6](=[O:18])[C:5]=1[NH:19][C:23]1[CH:27]=[CH:26][NH:25][N:24]=1)(=[O:3])[CH3:2]. The catalyst class is: 8. (2) Reactant: Br[C:2]1[CH:3]=[N:4][C:5]([N:8]2[CH2:13][CH2:12][N:11]([C:14]([O:16][C:17]([CH3:20])([CH3:19])[CH3:18])=[O:15])[CH2:10][CH2:9]2)=[N:6][CH:7]=1.[Br-].[C:22]1([CH:28]([Zn+])[CH3:29])[CH:27]=[CH:26][CH:25]=[CH:24][CH:23]=1.C1(C(C2C=NC(N3CCNCC3)=NC=2)C)C=CC=CC=1.CO.ClCCl. Product: [C:22]1([CH:28]([C:2]2[CH:3]=[N:4][C:5]([N:8]3[CH2:13][CH2:12][N:11]([C:14]([O:16][C:17]([CH3:20])([CH3:19])[CH3:18])=[O:15])[CH2:10][CH2:9]3)=[N:6][CH:7]=2)[CH3:29])[CH:27]=[CH:26][CH:25]=[CH:24][CH:23]=1. The catalyst class is: 176. (3) The catalyst class is: 4. Product: [CH3:35][S:34][C:29]1[CH:30]=[CH:31][CH:32]=[CH:33][C:28]=1[CH2:27][C:26]([CH:23]1[CH2:22][CH2:21][N:20]([CH2:19][C:14]2[C:13](=[O:12])[NH:18][CH:17]=[CH:16][N:15]=2)[CH2:25][CH2:24]1)=[O:36]. Reactant: Cl.C(OCC)(=O)C.C([O:12][C:13]1[C:14]([CH2:19][N:20]2[CH2:25][CH2:24][CH:23]([C:26](=[O:36])[CH2:27][C:28]3[CH:33]=[CH:32][CH:31]=[CH:30][C:29]=3[S:34][CH3:35])[CH2:22][CH2:21]2)=[N:15][CH:16]=[CH:17][N:18]=1)(C)(C)C.[OH-].[Na+]. (4) Reactant: Cl[C:2]1[CH:3]=[CH:4][C:5]2[N:6]([C:8]([C:18]3[CH:23]=[CH:22][N:21]=[N:20][CH:19]=3)=[C:9]([C:11]3[CH:16]=[CH:15][C:14]([F:17])=[CH:13][CH:12]=3)[N:10]=2)[N:7]=1.[CH:24]([N:27]1[CH2:32][CH2:31][NH:30][CH2:29][CH2:28]1)([CH3:26])[CH3:25]. The catalyst class is: 709. Product: [F:17][C:14]1[CH:15]=[CH:16][C:11]([C:9]2[N:10]=[C:5]3[CH:4]=[CH:3][C:2]([N:30]4[CH2:31][CH2:32][N:27]([CH:24]([CH3:26])[CH3:25])[CH2:28][CH2:29]4)=[N:7][N:6]3[C:8]=2[C:18]2[CH:23]=[CH:22][N:21]=[N:20][CH:19]=2)=[CH:12][CH:13]=1. (5) Reactant: Cl.[O:2]=[C:3]1[N:7]([C:8]2[CH:17]=[CH:16][C:11]([C:12]([O:14][CH3:15])=[O:13])=[CH:10][CH:9]=2)[CH2:6][C:5]2([CH2:22][CH2:21][NH:20][CH2:19][CH2:18]2)[O:4]1.[Br:23][C:24]1[CH:29]=[C:28]([CH2:30]Br)[CH:27]=[C:26]([Cl:32])[C:25]=1[Cl:33].CCN(C(C)C)C(C)C. Product: [Br:23][C:24]1[CH:29]=[C:28]([CH:27]=[C:26]([Cl:32])[C:25]=1[Cl:33])[CH2:30][N:20]1[CH2:21][CH2:22][C:5]2([O:4][C:3](=[O:2])[N:7]([C:8]3[CH:17]=[CH:16][C:11]([C:12]([O:14][CH3:15])=[O:13])=[CH:10][CH:9]=3)[CH2:6]2)[CH2:18][CH2:19]1. The catalyst class is: 3. (6) The catalyst class is: 16. Product: [CH3:25][O:26][C:27]1[CH:34]=[CH:33][C:30]([CH2:31][NH:32][C:19]([C:14]2[CH:15]=[C:16]3[C:11](=[CH:12][CH:13]=2)[NH:10][C:9](=[O:22])[N:8]([CH2:7][C:6]2[CH:5]=[CH:4][C:3]([O:2][CH3:1])=[CH:24][CH:23]=2)[C:17]3=[O:18])=[O:20])=[CH:29][CH:28]=1. Reactant: [CH3:1][O:2][C:3]1[CH:24]=[CH:23][C:6]([CH2:7][N:8]2[C:17](=[O:18])[C:16]3[C:11](=[CH:12][CH:13]=[C:14]([C:19](O)=[O:20])[CH:15]=3)[NH:10][C:9]2=[O:22])=[CH:5][CH:4]=1.[CH3:25][O:26][C:27]1[CH:34]=[CH:33][C:30]([CH2:31][NH2:32])=[CH:29][CH:28]=1. (7) Reactant: [NH:1]([C:3]1[CH:17]=[CH:16][CH:15]=[CH:14][C:4]=1[O:5][C:6]1[CH:11]=[CH:10][C:9]([CH3:12])=[CH:8][C:7]=1[OH:13])[NH2:2].[CH2:18]([O:20][C:21](=[O:27])[CH:22]([CH:25]=O)[CH:23]=O)[CH3:19].C([O-])(=O)C.[Na+]. Product: [CH2:18]([O:20][C:21]([C:22]1[CH:23]=[N:2][N:1]([C:3]2[CH:17]=[CH:16][CH:15]=[CH:14][C:4]=2[O:5][C:6]2[CH:11]=[CH:10][C:9]([CH3:12])=[CH:8][C:7]=2[OH:13])[CH:25]=1)=[O:27])[CH3:19]. The catalyst class is: 8.